This data is from Reaction yield outcomes from USPTO patents with 853,638 reactions. The task is: Predict the reaction yield, written as a fraction of the theoretical maximum amount of product (1.0 means a 100% yield; for example, 0.34 means a 34% yield). (1) The reactants are FC(F)(F)C(O)=O.FC(F)(F)C(O)=O.[NH2:15][C:16]1[N:21]=[CH:20][N:19]=[C:18]2[N:22]([CH:26]([C:28]3[CH:35]=[C:34]([CH3:36])[C:31]([C:32]#[N:33])=[C:30]([CH:37]4[CH2:40][NH:39][CH2:38]4)[C:29]=3[O:41][CH3:42])[CH3:27])[N:23]=[C:24]([CH3:25])[C:17]=12.CCN(C(C)C)C(C)C.[CH3:52][C@H:53]1[CH2:55][O:54]1. The catalyst is C(O)C. The product is [NH2:15][C:16]1[N:21]=[CH:20][N:19]=[C:18]2[N:22]([CH:26]([C:28]3[CH:35]=[C:34]([CH3:36])[C:31]([C:32]#[N:33])=[C:30]([CH:37]4[CH2:40][N:39]([CH2:52][C@@H:53]([OH:54])[CH3:55])[CH2:38]4)[C:29]=3[O:41][CH3:42])[CH3:27])[N:23]=[C:24]([CH3:25])[C:17]=12. The yield is 0.400. (2) The product is [O:1]1[CH2:5][CH2:4][CH:3]([CH:6]2[C:15]3[C:10](=[CH:11][CH:12]=[CH:13][CH:14]=3)[NH:9][CH2:8][CH2:7]2)[CH2:2]1. The catalyst is C1COCC1. The reactants are [O:1]1[CH2:5][CH2:4][CH:3]([CH:6]2[C:15]3[C:10](=[CH:11][CH:12]=[CH:13][CH:14]=3)[NH:9][C:8](=O)[CH2:7]2)[CH2:2]1.O1CCCC1.B. The yield is 0.690. (3) The reactants are Br[C:2]1[CH:3]=[C:4]([N:22]([CH:25]2[CH2:29][CH2:28][CH2:27][CH2:26]2)[CH2:23][CH3:24])[C:5]([CH3:21])=[C:6]([CH:20]=1)[C:7]([NH:9][CH2:10][C:11]1[C:12](=[O:19])[NH:13][C:14]([CH3:18])=[CH:15][C:16]=1[CH3:17])=[O:8].[O:30]1[CH2:35][CH2:34][N:33]([CH2:36][C:37]2[CH:42]=[CH:41][C:40](B(O)O)=[CH:39][CH:38]=2)[CH2:32][CH2:31]1.C([O-])([O-])=O.[Na+].[Na+]. The catalyst is O1CCOCC1.O.C1C=CC([P]([Pd]([P](C2C=CC=CC=2)(C2C=CC=CC=2)C2C=CC=CC=2)([P](C2C=CC=CC=2)(C2C=CC=CC=2)C2C=CC=CC=2)[P](C2C=CC=CC=2)(C2C=CC=CC=2)C2C=CC=CC=2)(C2C=CC=CC=2)C2C=CC=CC=2)=CC=1. The product is [CH:25]1([N:22]([CH2:23][CH3:24])[C:4]2[C:5]([CH3:21])=[C:6]([C:7]([NH:9][CH2:10][C:11]3[C:12](=[O:19])[NH:13][C:14]([CH3:18])=[CH:15][C:16]=3[CH3:17])=[O:8])[CH:20]=[C:2]([C:40]3[CH:39]=[CH:38][C:37]([CH2:36][N:33]4[CH2:34][CH2:35][O:30][CH2:31][CH2:32]4)=[CH:42][CH:41]=3)[CH:3]=2)[CH2:29][CH2:28][CH2:27][CH2:26]1. The yield is 0.410. (4) The reactants are [NH2:1][C@@H:2]([CH3:18])[CH2:3][N:4]1[CH:8]=[CH:7][C:6]([C:9]2[CH:16]=[CH:15][C:12]([C:13]#[N:14])=[C:11]([Cl:17])[CH:10]=2)=[N:5]1.Cl.[O:20]1[CH2:25][CH2:24][N:23]([CH2:26][C:27]2[O:31][N:30]=[C:29]([C:32](O)=[O:33])[CH:28]=2)[CH2:22][CH2:21]1. No catalyst specified. The product is [Cl:17][C:11]1[CH:10]=[C:9]([C:6]2[CH:7]=[CH:8][N:4]([CH2:3][C@@H:2]([NH:1][C:32]([C:29]3[CH:28]=[C:27]([CH2:26][N:23]4[CH2:22][CH2:21][O:20][CH2:25][CH2:24]4)[O:31][N:30]=3)=[O:33])[CH3:18])[N:5]=2)[CH:16]=[CH:15][C:12]=1[C:13]#[N:14]. The yield is 0.169.